Dataset: Aqueous solubility values for 9,982 compounds from the AqSolDB database. Task: Regression/Classification. Given a drug SMILES string, predict its absorption, distribution, metabolism, or excretion properties. Task type varies by dataset: regression for continuous measurements (e.g., permeability, clearance, half-life) or binary classification for categorical outcomes (e.g., BBB penetration, CYP inhibition). For this dataset (solubility_aqsoldb), we predict Y. (1) The compound is CC(C)OP(=O)(F)OC(C)C. The Y is -1.08 log mol/L. (2) The molecule is CC(C)(C)C(O)C(Oc1ccc(-c2ccccc2)cc1)n1cncn1. The Y is -4.83 log mol/L.